Dataset: hERG Central: cardiac toxicity at 1µM, 10µM, and general inhibition. Task: Predict hERG channel inhibition at various concentrations. (1) The drug is CCN(CC1CCCN(CCc2cccc(F)c2)C1)C(=O)c1cc2ccccc2o1. Results: hERG_inhib (hERG inhibition (general)): blocker. (2) The drug is CSCc1ccc(C(=O)N2CCC(CCC(=O)N(C)Cc3ccccc3)CC2)o1. Results: hERG_inhib (hERG inhibition (general)): blocker. (3) The drug is Cc1cccc(S(=O)(=O)Nc2ccc(-c3ccc4nncn4n3)cc2)c1. Results: hERG_inhib (hERG inhibition (general)): blocker. (4) The drug is CN(C)S(=O)(=O)c1ccc(C(=O)Nc2ccc3c(c2)CCC3)cc1. Results: hERG_inhib (hERG inhibition (general)): blocker. (5) The drug is COc1cc2ccccc2cc1C(=O)Nc1nnc(-c2ccncc2)o1. Results: hERG_inhib (hERG inhibition (general)): blocker. (6) The compound is CCOC(=O)c1sc2ncnc(N3CCN(C(=O)OCC)CC3)c2c1C. Results: hERG_inhib (hERG inhibition (general)): blocker. (7) The drug is CCOC(=O)c1[nH]c2ccc(Br)cc2c1NC(=O)CCN1CCC(C)CC1. Results: hERG_inhib (hERG inhibition (general)): blocker.